The task is: Predict the product of the given reaction.. This data is from Forward reaction prediction with 1.9M reactions from USPTO patents (1976-2016). (1) Given the reactants [NH2:1][C@H:2]([C:5]([OH:7])=[O:6])[CH2:3][SH:4].[CH:8]1[C:21]2[CH:20](O)[C:19]3[C:14](=[CH:15][CH:16]=[CH:17][CH:18]=3)[O:13][C:12]=2[CH:11]=[CH:10][CH:9]=1.C([O-])([O-])=O.[Na+].[Na+], predict the reaction product. The product is: [CH:8]1[C:21]2[CH:20]([S:4][CH2:3][C@@H:2]([C:5]([OH:7])=[O:6])[NH2:1])[C:19]3[C:14](=[CH:15][CH:16]=[CH:17][CH:18]=3)[O:13][C:12]=2[CH:11]=[CH:10][CH:9]=1. (2) Given the reactants C1(P(C2C=CC=CC=2)C2C=CC=CC=2)C=CC=CC=1.[C-:20]#[N:21].[Na+].[NH2:23][C:24]1[CH:29]=[CH:28][C:27](Br)=[CH:26][N:25]=1, predict the reaction product. The product is: [NH2:23][C:24]1[CH:29]=[CH:28][C:27]([C:20]#[N:21])=[CH:26][N:25]=1. (3) Given the reactants [Cl:1][C:2]1[N:7]=[CH:6][N:5]=[C:4]([C:8](Cl)=[O:9])[CH:3]=1.[Cl:11][C:12]1[CH:13]=[C:14]2[C:18](=[CH:19][CH:20]=1)[NH:17][CH2:16][CH2:15]2.[OH-].[Na+].C(=O)([O-])O.[Na+], predict the reaction product. The product is: [Cl:11][C:12]1[CH:13]=[C:14]2[C:18](=[CH:19][CH:20]=1)[N:17]([C:8]([C:4]1[CH:3]=[C:2]([Cl:1])[N:7]=[CH:6][N:5]=1)=[O:9])[CH2:16][CH2:15]2. (4) Given the reactants Br[CH2:2][C:3]1[CH:12]=[C:11]([C:13]#[N:14])[CH:10]=[CH:9][C:4]=1[C:5](OC)=[O:6].[NH3:15].CCOC(C)=O, predict the reaction product. The product is: [O:6]=[C:5]1[C:4]2[C:3](=[CH:12][C:11]([C:13]#[N:14])=[CH:10][CH:9]=2)[CH2:2][NH:15]1. (5) Given the reactants C(NC(C)C)(C)C.C([Li])CCC.[C:13]([O:18][CH2:19][CH3:20])(=[O:17])[CH:14]([CH3:16])[CH3:15].Br[CH2:22][CH2:23][CH2:24][CH2:25][CH2:26][Br:27].[Cl-].[NH4+], predict the reaction product. The product is: [Br:27][CH2:26][CH2:25][CH2:24][CH2:23][CH2:22][C:14]([CH3:16])([CH3:15])[C:13]([O:18][CH2:19][CH3:20])=[O:17]. (6) Given the reactants CO.C[O-].[Na+].[CH3:6][C:7]1[C:8]([C:31]([O:33]CC)=O)=[C:9]([NH:21][C:22]([NH:24][C:25]2[CH:30]=[CH:29][CH:28]=[CH:27][CH:26]=2)=[O:23])[S:10][C:11]=1[C:12]1[CH:17]=[CH:16][C:15]([N+:18]([O-:20])=[O:19])=[CH:14][CH:13]=1.[F:36][C:37]1[CH:44]=[CH:43][CH:42]=[C:41]([F:45])[C:38]=1[CH2:39]Br, predict the reaction product. The product is: [F:36][C:37]1[CH:44]=[CH:43][CH:42]=[C:41]([F:45])[C:38]=1[CH2:39][N:21]1[C:9]2[S:10][C:11]([C:12]3[CH:13]=[CH:14][C:15]([N+:18]([O-:20])=[O:19])=[CH:16][CH:17]=3)=[C:7]([CH3:6])[C:8]=2[C:31](=[O:33])[N:24]([C:25]2[CH:30]=[CH:29][CH:28]=[CH:27][CH:26]=2)[C:22]1=[O:23].